This data is from Reaction yield outcomes from USPTO patents with 853,638 reactions. The task is: Predict the reaction yield, written as a fraction of the theoretical maximum amount of product (1.0 means a 100% yield; for example, 0.34 means a 34% yield). (1) The reactants are Cl[C:2]1[CH:7]=[C:6]([C:8]2[CH:13]=[C:12]([Cl:14])[CH:11]=[CH:10][C:9]=2[O:15][CH2:16][CH3:17])[N:5]=[C:4]([NH2:18])[N:3]=1.[Cl:19][C:20]1[CH:27]=[CH:26][C:23]([NH:24][CH3:25])=[CH:22][CH:21]=1. No catalyst specified. The product is [Cl:14][C:12]1[CH:11]=[CH:10][C:9]([O:15][CH2:16][CH3:17])=[C:8]([C:6]2[N:5]=[C:4]([NH2:18])[N:3]=[C:2]([N:24]([C:23]3[CH:26]=[CH:27][C:20]([Cl:19])=[CH:21][CH:22]=3)[CH3:25])[CH:7]=2)[CH:13]=1. The yield is 0.590. (2) The yield is 0.790. The product is [Cl:9][C:3]1[CH:4]=[C:5]([NH2:6])[CH:7]=[CH:8][C:2]=1[C:12]1[CH:13]=[CH:14][C:15]([S:17][CH3:18])=[CH:16][C:11]=1[F:10]. The reactants are Br[C:2]1[CH:8]=[CH:7][C:5]([NH2:6])=[CH:4][C:3]=1[Cl:9].[F:10][C:11]1[CH:16]=[C:15]([S:17][CH3:18])[CH:14]=[CH:13][C:12]=1B(O)O.C1(C)C=CC=CC=1.C(=O)([O-])[O-].[Na+].[Na+]. The catalyst is C1C=CC([P]([Pd]([P](C2C=CC=CC=2)(C2C=CC=CC=2)C2C=CC=CC=2)([P](C2C=CC=CC=2)(C2C=CC=CC=2)C2C=CC=CC=2)[P](C2C=CC=CC=2)(C2C=CC=CC=2)C2C=CC=CC=2)(C2C=CC=CC=2)C2C=CC=CC=2)=CC=1.C(O)C.